Dataset: Forward reaction prediction with 1.9M reactions from USPTO patents (1976-2016). Task: Predict the product of the given reaction. (1) Given the reactants [CH2:1]1COC[CH2:2]1.[Li+].C[Si]([N-][Si](C)(C)C)(C)C.[F:16][C:17]1[CH:42]=[CH:41][C:20]([CH2:21][N:22]2[CH2:31][CH2:30][C:29]3[N:25]([CH:26]=[N:27][CH:28]=3)[CH:24]([C:32]3[CH:37]=[CH:36][CH:35]=[CH:34][C:33]=3[O:38][CH3:39])[C:23]2=[O:40])=[CH:19][CH:18]=1.C(I)C, predict the reaction product. The product is: [CH2:1]([C:24]1([C:32]2[CH:37]=[CH:36][CH:35]=[CH:34][C:33]=2[O:38][CH3:39])[C:23](=[O:40])[N:22]([CH2:21][C:20]2[CH:41]=[CH:42][C:17]([F:16])=[CH:18][CH:19]=2)[CH2:31][CH2:30][C:29]2[N:25]1[CH:26]=[N:27][CH:28]=2)[CH3:2]. (2) Given the reactants [C:1]([C:4]1[C:5](=[O:13])[N:6]([CH3:12])[C:7]([CH3:11])=[CH:8][C:9]=1[OH:10])(=[O:3])[CH3:2].[OH:14][CH2:15][CH2:16][O:17][CH2:18][C:19]1[S:23][C:22]([CH:24]=O)=[CH:21][CH:20]=1, predict the reaction product. The product is: [OH:10][C:9]1[CH:8]=[C:7]([CH3:11])[N:6]([CH3:12])[C:5](=[O:13])[C:4]=1[C:1](=[O:3])[CH:2]=[CH:24][C:22]1[S:23][C:19]([CH2:18][O:17][CH2:16][CH2:15][OH:14])=[CH:20][CH:21]=1. (3) Given the reactants [CH:1]([N:4]1[CH2:9][CH2:8][CH:7]([O:10][C:11]2[CH:19]=[CH:18][C:17]3[N:16]4[C@H:20]([CH3:25])[CH2:21][NH:22][C:23](=[O:24])[C:15]4=[CH:14][C:13]=3[CH:12]=2)[CH2:6][CH2:5]1)([CH3:3])[CH3:2].[H-].[Na+].Cl.Cl[CH2:30][C:31]1[CH:36]=[CH:35][CH:34]=[CH:33][N:32]=1, predict the reaction product. The product is: [CH:1]([N:4]1[CH2:9][CH2:8][CH:7]([O:10][C:11]2[CH:19]=[CH:18][C:17]3[N:16]4[C@H:20]([CH3:25])[CH2:21][N:22]([CH2:30][C:31]5[CH:36]=[CH:35][CH:34]=[CH:33][N:32]=5)[C:23](=[O:24])[C:15]4=[CH:14][C:13]=3[CH:12]=2)[CH2:6][CH2:5]1)([CH3:3])[CH3:2]. (4) Given the reactants [CH:1]1([N:8]2[C:11](=[O:12])[C:10]([CH3:14])([CH3:13])[NH:9]2)[CH2:7][CH2:6][CH2:5][CH2:4][CH2:3][CH2:2]1.[Cl:15][C:16]1[CH:23]=[CH:22][C:21]([F:24])=[CH:20][C:17]=1[CH2:18]Br, predict the reaction product. The product is: [Cl:15][C:16]1[CH:23]=[CH:22][C:21]([F:24])=[CH:20][C:17]=1[CH2:18][N:9]1[C:10]([CH3:14])([CH3:13])[C:11](=[O:12])[N:8]1[CH:1]1[CH2:2][CH2:3][CH2:4][CH2:5][CH2:6][CH2:7]1. (5) Given the reactants Cl[C:2]1[N:3]=[N:4][CH:5]=[C:6]([N:9]2[CH2:14][CH2:13][N:12]([CH3:15])[CH2:11][CH2:10]2)[C:7]=1[Cl:8].O.[NH2:17][NH2:18], predict the reaction product. The product is: [Cl:8][C:7]1[C:6]([N:9]2[CH2:14][CH2:13][N:12]([CH3:15])[CH2:11][CH2:10]2)=[CH:5][N:4]=[N:3][C:2]=1[NH:17][NH2:18]. (6) Given the reactants C([O:4][C@H:5]1[CH2:22][CH2:21][C@@:20]2([CH3:23])[C@@H:7]([CH2:8][CH2:9][C@:10]3([CH3:51])[C@@H:19]2[CH2:18][CH2:17][C@H:16]2[C@@:11]3([CH3:50])[CH2:12][CH2:13][C@@:14]3([C:30]([N:32]4[CH2:36][CH2:35][CH2:34][C@H:33]4[C:37]4[NH:38][C:39]([C:42]5[CH:47]=[CH:46][C:45]([O:48][CH3:49])=[CH:44][CH:43]=5)=[CH:40][N:41]=4)=[O:31])[CH2:26][CH2:25][C@@H:24]([CH:27]([CH3:29])[CH3:28])[C@@H:15]32)[C:6]1([CH3:53])[CH3:52])(=O)C.C1COCC1.[OH-].[Na+], predict the reaction product. The product is: [OH:4][C@H:5]1[CH2:22][CH2:21][C@@:20]2([CH3:23])[C@@H:7]([CH2:8][CH2:9][C@:10]3([CH3:51])[C@@H:19]2[CH2:18][CH2:17][C@H:16]2[C@@:11]3([CH3:50])[CH2:12][CH2:13][C@@:14]3([C:30]([N:32]4[CH2:36][CH2:35][CH2:34][C@H:33]4[C:37]4[NH:38][C:39]([C:42]5[CH:43]=[CH:44][C:45]([O:48][CH3:49])=[CH:46][CH:47]=5)=[CH:40][N:41]=4)=[O:31])[CH2:26][CH2:25][C@@H:24]([CH:27]([CH3:28])[CH3:29])[C@@H:15]32)[C:6]1([CH3:53])[CH3:52]. (7) Given the reactants [CH3:1][O:2][C:3](=[O:13])[C:4]1[CH:9]=[CH:8][C:7]([NH:10][CH2:11][CH3:12])=[CH:6][CH:5]=1.[CH2:14](Cl)[CH2:15]O.C(N(C(C)C)CC)(C)C.[OH2:27], predict the reaction product. The product is: [CH3:1][O:2][C:3](=[O:13])[C:4]1[CH:9]=[CH:8][C:7]([N:10]([CH2:14][CH3:15])[CH2:11][CH2:12][OH:27])=[CH:6][CH:5]=1.